This data is from Forward reaction prediction with 1.9M reactions from USPTO patents (1976-2016). The task is: Predict the product of the given reaction. (1) Given the reactants [F:1][CH:2]([F:42])[O:3][C:4]1[CH:5]=[C:6]([S:10]([N:13]2[C:21]3[C:16](=[CH:17][CH:18]=[C:19]([C:22]4[C:23]([C:28]([F:31])([F:30])[F:29])=[N:24][CH:25]=[CH:26][CH:27]=4)[CH:20]=3)[C:15]([CH2:32][N:33](C)[C:34](=O)OC(C)(C)C)=[CH:14]2)(=[O:12])=[O:11])[CH:7]=[CH:8][CH:9]=1.[ClH:43].CO, predict the reaction product. The product is: [ClH:43].[F:42][CH:2]([F:1])[O:3][C:4]1[CH:5]=[C:6]([S:10]([N:13]2[C:21]3[C:16](=[CH:17][CH:18]=[C:19]([C:22]4[C:23]([C:28]([F:31])([F:30])[F:29])=[N:24][CH:25]=[CH:26][CH:27]=4)[CH:20]=3)[C:15]([CH2:32][NH:33][CH3:34])=[CH:14]2)(=[O:12])=[O:11])[CH:7]=[CH:8][CH:9]=1. (2) Given the reactants [CH3:1][O:2][C:3]1[CH:4]=[C:5]2[C:10](=[CH:11][C:12]=1[C:13]1[N:14]=[N:15][C:16]([N:19]([CH3:30])[CH:20]3[CH2:25][C:24]([CH3:27])([CH3:26])[NH:23][C:22]([CH3:29])([CH3:28])[CH2:21]3)=[CH:17][CH:18]=1)[C:9]([C:31]#[N:32])=[N:8][CH:7]=[CH:6]2.[OH-:33].[K+].OO, predict the reaction product. The product is: [CH3:1][O:2][C:3]1[CH:4]=[C:5]2[C:10](=[CH:11][C:12]=1[C:13]1[N:14]=[N:15][C:16]([N:19]([CH3:30])[CH:20]3[CH2:25][C:24]([CH3:26])([CH3:27])[NH:23][C:22]([CH3:28])([CH3:29])[CH2:21]3)=[CH:17][CH:18]=1)[C:9]([C:31]([NH2:32])=[O:33])=[N:8][CH:7]=[CH:6]2. (3) The product is: [NH:8]1[CH2:11][CH:10]([N:12]2[CH2:17][CH2:16][N:15]([CH3:18])[CH2:14][CH2:13]2)[CH2:9]1. Given the reactants C1(C(C2C=CC=CC=2)[N:8]2[CH2:11][CH:10]([N:12]3[CH2:17][CH2:16][N:15]([CH3:18])[CH2:14][CH2:13]3)[CH2:9]2)C=CC=CC=1, predict the reaction product. (4) The product is: [Br:1][C:2]1[C:3]([N:12]2[CH2:17][CH2:16][N:15]([CH2:18][C:19]3[CH:23]=[C:22]([CH3:24])[O:21][N:20]=3)[CH2:14][CH2:13]2)=[C:4]2[N:9]=[C:33]([C:32]3[CH:35]=[CH:36][CH:37]=[C:30]([O:29][CH3:28])[CH:31]=3)[NH:8][C:5]2=[N:6][CH:7]=1. Given the reactants [Br:1][C:2]1[C:3]([N:12]2[CH2:17][CH2:16][N:15]([CH2:18][C:19]3[CH:23]=[C:22]([CH3:24])[O:21][N:20]=3)[CH2:14][CH2:13]2)=[C:4]([N+:9]([O-])=O)[C:5]([NH2:8])=[N:6][CH:7]=1.CCO.[CH3:28][O:29][C:30]1[CH:31]=[C:32]([CH:35]=[CH:36][CH:37]=1)[CH:33]=O.[O-]S(S([O-])=O)=O.[Na+].[Na+], predict the reaction product. (5) Given the reactants [C:1]([S:4][CH:5]([CH2:9][C:10]1[CH:15]=[CH:14][CH:13]=[CH:12][CH:11]=1)[C:6]([OH:8])=[O:7])(=[O:3])[CH3:2].CO.[CH3:18][Si](C=[N+]=[N-])(C)C.CCCCCC, predict the reaction product. The product is: [C:1]([S:4][CH:5]([CH2:9][C:10]1[CH:15]=[CH:14][CH:13]=[CH:12][CH:11]=1)[C:6]([O:8][CH3:18])=[O:7])(=[O:3])[CH3:2]. (6) Given the reactants C([NH:8][C:9]1[CH:10]=[C:11]([CH:23]=[CH:24][CH:25]=1)[CH2:12][C:13]1([C:16]([O:18][C:19]([CH3:22])([CH3:21])[CH3:20])=[O:17])[CH2:15][CH2:14]1)C1C=CC=CC=1, predict the reaction product. The product is: [NH2:8][C:9]1[CH:10]=[C:11]([CH:23]=[CH:24][CH:25]=1)[CH2:12][C:13]1([C:16]([O:18][C:19]([CH3:22])([CH3:20])[CH3:21])=[O:17])[CH2:15][CH2:14]1. (7) Given the reactants [CH:1]1([NH:7][C:8](=[O:18])[C@H:9]([CH2:11][C:12]2[CH:17]=[CH:16][CH:15]=[CH:14][CH:13]=2)[NH2:10])[CH2:6][CH2:5][CH2:4][CH2:3][CH2:2]1.[CH2:19]1[CH2:25][S:22](=[O:24])(=[O:23])[O:21][CH2:20]1, predict the reaction product. The product is: [CH2:11]([C@H:9]([NH:10][CH2:20][CH2:19][CH2:25][S:22]([OH:24])(=[O:23])=[O:21])[C:8]([NH:7][CH:1]1[CH2:6][CH2:5][CH2:4][CH2:3][CH2:2]1)=[O:18])[C:12]1[CH:13]=[CH:14][CH:15]=[CH:16][CH:17]=1. (8) Given the reactants [OH:1][C:2]1[CH:7]=[C:6]([N:8]2[CH2:13][CH2:12][O:11][CH2:10][CH2:9]2)[CH:5]=[C:4]([OH:14])[C:3]=1[C:15](=[O:17])[CH3:16].C([O-])([O-])=O.[K+].[K+].[C:24]([C:26]1[CH:27]=[C:28]([CH:32]=[CH:33][CH:34]=1)[C:29](Cl)=O)#[N:25].O, predict the reaction product. The product is: [OH:1][C:2]1[CH:7]=[C:6]([N:8]2[CH2:13][CH2:12][O:11][CH2:10][CH2:9]2)[CH:5]=[C:4]2[C:3]=1[C:15](=[O:17])[CH:16]=[C:29]([C:28]1[CH:27]=[C:26]([CH:34]=[CH:33][CH:32]=1)[C:24]#[N:25])[O:14]2. (9) The product is: [NH2:40][C:25]1([C:23]([NH:22][CH:15]([C:12]2[CH:13]=[CH:14][C:9]([Cl:8])=[CH:10][CH:11]=2)[CH2:16][CH2:17][NH:18][C:19]([NH2:21])=[O:20])=[O:24])[CH2:30][CH2:29][N:28]([C:31]2[C:32]3[CH:39]=[CH:38][NH:37][C:33]=3[N:34]=[CH:35][N:36]=2)[CH2:27][CH2:26]1. Given the reactants C(O)(C(F)(F)F)=O.[Cl:8][C:9]1[CH:14]=[CH:13][C:12]([CH:15]([NH:22][C:23]([C:25]2([NH:40]C(=O)OC(C)(C)C)[CH2:30][CH2:29][N:28]([C:31]3[C:32]4[CH:39]=[CH:38][NH:37][C:33]=4[N:34]=[CH:35][N:36]=3)[CH2:27][CH2:26]2)=[O:24])[CH2:16][CH2:17][NH:18][C:19]([NH2:21])=[O:20])=[CH:11][CH:10]=1, predict the reaction product. (10) The product is: [Cl:11][C:12]1[C:13]([C:37](=[N:2][OH:3])[NH2:38])=[CH:14][C:15]([F:36])=[C:16]([CH:35]=1)[CH2:17][CH2:18][C:19]1([NH:27][C:28](=[O:34])[O:29][C:30]([CH3:31])([CH3:32])[CH3:33])[CH2:20][O:21][C:22]([CH3:25])([CH3:26])[O:23][CH2:24]1. Given the reactants Cl.[NH2:2][OH:3].C(N(CC)CC)C.[Cl:11][C:12]1[C:13]([C:37]#[N:38])=[CH:14][C:15]([F:36])=[C:16]([CH:35]=1)[CH2:17][CH2:18][C:19]1([NH:27][C:28](=[O:34])[O:29][C:30]([CH3:33])([CH3:32])[CH3:31])[CH2:24][O:23][C:22]([CH3:26])([CH3:25])[O:21][CH2:20]1, predict the reaction product.